This data is from Catalyst prediction with 721,799 reactions and 888 catalyst types from USPTO. The task is: Predict which catalyst facilitates the given reaction. Reactant: C(O[C:6]([NH:8][CH2:9][C@H:10]([CH2:14][C:15]1[CH:20]=[C:19]([Cl:21])[CH:18]=[CH:17][C:16]=1[O:22][CH3:23])[C:11]([OH:13])=O)=O)(C)(C)C.CS(O)(=O)=O.[CH3:29][O:30][C:31]1[CH:38]=[C:37]([O:39][CH3:40])[CH:36]=[C:35]([O:41][CH3:42])[C:32]=1C=O.[C:43]([O:46][BH-]([O:46][C:43](=[O:45])[CH3:44])[O:46][C:43](=[O:45])[CH3:44])(=[O:45])[CH3:44].[Na+].[OH-].[Na+].C([N:61](CC)CC)C. Product: [Cl:21][C:19]1[CH:18]=[CH:17][C:16]([O:22][CH3:23])=[C:15]([CH:20]=1)[CH2:14][C@@H:10]([CH2:9][NH:8][CH2:6][C:38]1[C:37]([O:39][CH3:40])=[CH:36][C:35]([O:41][CH3:42])=[CH:32][C:31]=1[O:30][CH3:29])[C:11]([NH:61][CH2:44][C:43]([OH:46])=[O:45])=[O:13]. The catalyst class is: 84.